From a dataset of Reaction yield outcomes from USPTO patents with 853,638 reactions. Predict the reaction yield, written as a fraction of the theoretical maximum amount of product (1.0 means a 100% yield; for example, 0.34 means a 34% yield). (1) The reactants are Cl.C([N:6]([CH2:10][CH2:11][NH2:12])[C:7](=[O:9])[OH:8])(C)(C)C.[Br:13][C:14]1[C:15]2[O:24][C:23]([CH:25]=O)=[CH:22][C:16]=2[C:17](=[O:21])[N:18]([CH3:20])[CH:19]=1. The catalyst is CO.C(O)(=O)C. The product is [C:16]([O:8][C:7](=[O:9])[NH:6][CH2:10][CH2:11][NH:12][CH2:25][C:23]1[O:24][C:15]2[C:14]([Br:13])=[CH:19][N:18]([CH3:20])[C:17](=[O:21])[C:16]=2[CH:22]=1)([CH3:22])([CH3:17])[CH3:15]. The yield is 0.243. (2) The reactants are [N:1]1[N:2]=[C:3]([C:10]2[CH:19]=[CH:18][C:17]3[C:12](=[C:13]([N:20]4[CH2:25][CH2:24][CH2:23][C@@H:22]([NH:26]C(=O)OC(C)(C)C)[CH2:21]4)[CH:14]=[CH:15][CH:16]=3)[N:11]=2)[N:4]2[CH:9]=[CH:8][CH:7]=[CH:6][C:5]=12.C(O)(C(F)(F)F)=O.C(Cl)Cl. No catalyst specified. The product is [N:1]1[N:2]=[C:3]([C:10]2[CH:19]=[CH:18][C:17]3[C:12](=[C:13]([N:20]4[CH2:25][CH2:24][CH2:23][C@@H:22]([NH2:26])[CH2:21]4)[CH:14]=[CH:15][CH:16]=3)[N:11]=2)[N:4]2[CH:9]=[CH:8][CH:7]=[CH:6][C:5]=12. The yield is 0.430.